From a dataset of Catalyst prediction with 721,799 reactions and 888 catalyst types from USPTO. Predict which catalyst facilitates the given reaction. (1) Reactant: [Si]([C:5]([F:8])([F:7])[F:6])(C)(C)C.[Cl:9][C:10]1[CH:11]=[C:12]([CH:15]=[CH:16][N:17]=1)[CH:13]=[O:14].CCCC[N+](CCCC)(CCCC)CCCC.[F-]. Product: [Cl:9][C:10]1[CH:11]=[C:12]([CH:13]([OH:14])[C:5]([F:8])([F:7])[F:6])[CH:15]=[CH:16][N:17]=1. The catalyst class is: 1. (2) Reactant: FC(F)(F)C(O)=O.[N:8]1([C:14]2[N:19]=[CH:18][C:17]([C:20]3[N:24]4[N:25]=[CH:26][CH:27]=[C:28]([N:29]5[CH2:34][CH2:33][O:32][CH2:31][CH2:30]5)[C:23]4=[N:22][C:21]=3[CH2:35][S:36][C:37]3[CH:46]=[CH:45][C:44]4[C:39](=[CH:40][CH:41]=[CH:42][CH:43]=4)[N:38]=3)=[CH:16][CH:15]=2)[CH2:13][CH2:12][NH:11][CH2:10][CH2:9]1.CCN(C(C)C)C(C)C.[C:56]([O:60][C:61]([N-:63][S:64](N1C=CC(=[N+](C)C)C=C1)(=[O:66])=[O:65])=[O:62])([CH3:59])([CH3:58])[CH3:57]. Product: [O:32]1[CH2:33][CH2:34][N:29]([C:28]2[C:23]3[N:24]([C:20]([C:17]4[CH:16]=[CH:15][C:14]([N:8]5[CH2:9][CH2:10][N:11]([S:64]([NH:63][C:61](=[O:62])[O:60][C:56]([CH3:58])([CH3:57])[CH3:59])(=[O:65])=[O:66])[CH2:12][CH2:13]5)=[N:19][CH:18]=4)=[C:21]([CH2:35][S:36][C:37]4[CH:46]=[CH:45][C:44]5[C:39](=[CH:40][CH:41]=[CH:42][CH:43]=5)[N:38]=4)[N:22]=3)[N:25]=[CH:26][CH:27]=2)[CH2:30][CH2:31]1. The catalyst class is: 2. (3) Reactant: Br[C:2]1[N:6]2[N:7]=[CH:8][C:9]([C:11]([F:14])([F:13])[F:12])=[N:10][C:5]2=[N:4][CH:3]=1.[F:15][C:16]1[C:21]([C:22]2[CH:23]=[N:24][CH:25]=[CH:26][CH:27]=2)=[C:20]([F:28])[CH:19]=[CH:18][C:17]=1B(O)O.C([O-])([O-])=O.[Na+].[Na+]. Product: [F:28][C:20]1[C:21]([C:22]2[CH:23]=[N:24][CH:25]=[CH:26][CH:27]=2)=[C:16]([F:15])[CH:17]=[CH:18][C:19]=1[C:2]1[N:6]2[N:7]=[CH:8][C:9]([C:11]([F:14])([F:13])[F:12])=[N:10][C:5]2=[N:4][CH:3]=1. The catalyst class is: 57. (4) Reactant: C(NC(C)C)(C)C.C([Li])CCC.[Cl:13][C:14]1[CH:18]=[CH:17][S:16][C:15]=1[Si:19]([CH3:22])([CH3:21])[CH3:20].[B:23](OC)([O:26]C)[O:24]C. Product: [Cl:13][C:14]1[CH:18]=[C:17]([B:23]([OH:26])[OH:24])[S:16][C:15]=1[Si:19]([CH3:22])([CH3:21])[CH3:20]. The catalyst class is: 1.